This data is from Reaction yield outcomes from USPTO patents with 853,638 reactions. The task is: Predict the reaction yield, written as a fraction of the theoretical maximum amount of product (1.0 means a 100% yield; for example, 0.34 means a 34% yield). (1) The reactants are CC1C=CC(S([O:11][CH2:12][CH2:13][CH2:14][NH:15][C:16]2[C:17](=[O:33])[N:18]([C:29]([CH3:32])([CH3:31])[CH3:30])[S:19](=[O:28])(=[O:27])[C:20]=2[C:21]2[CH:26]=[CH:25][CH:24]=[CH:23][CH:22]=2)(=O)=O)=CC=1.[C:34]1([CH:41]=[CH:40][CH:39]=[C:37](O)[CH:36]=1)[OH:35].C([O-])([O-])=O.[K+].[K+]. The catalyst is CC#N. The product is [C:29]([N:18]1[C:17](=[O:33])[C:16]([NH:15][CH2:14][CH2:13][CH2:12][O:11][C:37]2[CH:39]=[CH:40][CH:41]=[C:34]([OH:35])[CH:36]=2)=[C:20]([C:21]2[CH:26]=[CH:25][CH:24]=[CH:23][CH:22]=2)[S:19]1(=[O:28])=[O:27])([CH3:31])([CH3:32])[CH3:30]. The yield is 0.410. (2) The reactants are Br[C:2]1[C:7]([F:8])=[CH:6][CH:5]=[CH:4][C:3]=1[NH:9][C:10](=[O:14])[CH2:11][CH2:12][CH3:13].[CH3:15][C:16]([CH3:21])([CH3:20])[C:17]#[C:18]C. The catalyst is CCN(CC)CC.[Cu]I.Cl[Pd](Cl)([P](C1C=CC=CC=1)(C1C=CC=CC=1)C1C=CC=CC=1)[P](C1C=CC=CC=1)(C1C=CC=CC=1)C1C=CC=CC=1. The product is [CH3:15][C:16]([CH3:21])([CH3:20])[C:17]#[C:18][C:2]1[C:7]([F:8])=[CH:6][CH:5]=[CH:4][C:3]=1[NH:9][C:10](=[O:14])[CH2:11][CH2:12][CH3:13]. The yield is 0.550. (3) The reactants are [CH2:1]([O:3][C:4]1[CH:9]=[CH:8][C:7]([S:10]([NH:13][C@H:14]([C:17]2[CH:22]=[CH:21][CH:20]=[CH:19][CH:18]=2)[CH2:15][CH3:16])(=[O:12])=[O:11])=[CH:6][CH:5]=1)[CH3:2].Br[CH2:24][C:25]1[CH:34]=[CH:33][C:28]([C:29]([O:31][CH3:32])=[O:30])=[CH:27][CH:26]=1.C([O-])([O-])=O.[K+].[K+]. The catalyst is CN(C=O)C. The product is [CH2:1]([O:3][C:4]1[CH:5]=[CH:6][C:7]([S:10]([N:13]([CH2:24][C:25]2[CH:34]=[CH:33][C:28]([C:29]([O:31][CH3:32])=[O:30])=[CH:27][CH:26]=2)[C@H:14]([C:17]2[CH:22]=[CH:21][CH:20]=[CH:19][CH:18]=2)[CH2:15][CH3:16])(=[O:12])=[O:11])=[CH:8][CH:9]=1)[CH3:2]. The yield is 0.603. (4) The reactants are [CH3:1][C:2]1[C:3]([C:11]2[CH:16]=[CH:15][C:14]([C:17]([F:20])([F:19])[F:18])=[CH:13][CH:12]=2)=[N:4][CH:5]=[C:6]([N+:8]([O-])=O)[CH:7]=1.[H][H]. The catalyst is C(O)C.[Pd]. The product is [CH3:1][C:2]1[CH:7]=[C:6]([NH2:8])[CH:5]=[N:4][C:3]=1[C:11]1[CH:12]=[CH:13][C:14]([C:17]([F:20])([F:18])[F:19])=[CH:15][CH:16]=1. The yield is 0.990. (5) The reactants are [CH2:1]([N:8]1[C@@H:13]([CH2:14][SH:15])[C:12](=[O:16])[NH:11][CH2:10][C:9]1=[O:17])[C:2]1[CH:7]=[CH:6][CH:5]=[CH:4][CH:3]=1.[C:18](Cl)(=[O:25])[C:19]1[CH:24]=[CH:23][CH:22]=[CH:21][CH:20]=1. The catalyst is N1C=CC=CC=1. The product is [C:18]([S:15][CH2:14][C@@H:13]1[N:8]([CH2:1][C:2]2[CH:3]=[CH:4][CH:5]=[CH:6][CH:7]=2)[C:9](=[O:17])[CH2:10][NH:11][C:12]1=[O:16])(=[O:25])[C:19]1[CH:24]=[CH:23][CH:22]=[CH:21][CH:20]=1. The yield is 0.270. (6) The reactants are [C:1]([O:4][C@H:5]1[CH2:9][C@H:8]([N:10]2[CH:18]=[N:17][C:16]3[C:11]2=[N:12][CH:13]=[N:14][C:15]=3[NH:19][C@@H:20]2[C:28]3[C:23](=[CH:24][CH:25]=[CH:26][CH:27]=3)[CH2:22][CH2:21]2)[O:7][C@@H:6]1[CH2:29][O:30][Si](C(C)(C)C)(C)C)(=[O:3])[CH3:2]. The catalyst is N1C=CC=CC=1.O1CCCC1.F.N1C=CC=CC=1. The product is [C:1]([O:4][C@H:5]1[CH2:9][C@H:8]([N:10]2[CH:18]=[N:17][C:16]3[C:11]2=[N:12][CH:13]=[N:14][C:15]=3[NH:19][C@@H:20]2[C:28]3[C:23](=[CH:24][CH:25]=[CH:26][CH:27]=3)[CH2:22][CH2:21]2)[O:7][C@@H:6]1[CH2:29][OH:30])(=[O:3])[CH3:2]. The yield is 0.910. (7) The reactants are Cl[C:2]1[C:11]2[C:6](=[CH:7][C:8]([O:16][CH2:17][C:18]3[CH:23]=[CH:22][C:21]([O:24][CH3:25])=[CH:20][C:19]=3[O:26][CH3:27])=[CH:9][C:10]=2[O:12][CH:13]([CH3:15])[CH3:14])[N:5]=[CH:4][N:3]=1.[NH2:28][C:29]1[C:34]([Cl:35])=[CH:33][N:32]=[C:31]2[O:36][CH2:37][O:38][C:30]=12. No catalyst specified. The product is [Cl:35][C:34]1[C:29]([NH:28][C:2]2[C:11]3[C:6](=[CH:7][C:8]([O:16][CH2:17][C:18]4[CH:23]=[CH:22][C:21]([O:24][CH3:25])=[CH:20][C:19]=4[O:26][CH3:27])=[CH:9][C:10]=3[O:12][CH:13]([CH3:15])[CH3:14])[N:5]=[CH:4][N:3]=2)=[C:30]2[O:38][CH2:37][O:36][C:31]2=[N:32][CH:33]=1. The yield is 0.750. (8) The reactants are N(C(OC(C)C)=O)=NC(OC(C)C)=O.[C:15]([O:19][C:20](=[O:35])[NH:21][C@H:22]([C:26]([N:28]1[CH2:33][CH2:32][CH:31]([OH:34])[CH2:30][CH2:29]1)=[O:27])[CH:23]([CH3:25])[CH3:24])([CH3:18])([CH3:17])[CH3:16].[CH3:36][O:37][C:38]1[N:43]=[CH:42][C:41](O)=[CH:40][CH:39]=1.C1(P(C2C=CC=CC=2)C2C=CC=CC=2)C=CC=CC=1. The catalyst is C1(C)C=CC=CC=1. The product is [C:15]([O:19][C:20](=[O:35])[NH:21][C@H:22]([C:26]([N:28]1[CH2:33][CH2:32][CH:31]([O:34][C:41]2[CH:42]=[N:43][C:38]([O:37][CH3:36])=[CH:39][CH:40]=2)[CH2:30][CH2:29]1)=[O:27])[CH:23]([CH3:25])[CH3:24])([CH3:17])([CH3:18])[CH3:16]. The yield is 0.610.